Dataset: Experimentally validated miRNA-target interactions with 360,000+ pairs, plus equal number of negative samples. Task: Binary Classification. Given a miRNA mature sequence and a target amino acid sequence, predict their likelihood of interaction. The miRNA is hsa-miR-6780b-5p with sequence UGGGGAAGGCUUGGCAGGGAAGA. The protein sequence of the target gene is MEIPVPVQPSWLRRASAPLPGLSAPGRLFDQRFGEGLLEAELAALCPTTLAPYYLRAPSVALPVAQVPTDPGHFSVLLDVKHFSPEEIAVKVVGEHVEVHARHEERPDEHGFVAREFHRRYRLPPGVDPAAVTSALSPEGVLSIQAAPASAQAPPPAAAK. Result: 1 (interaction).